This data is from Full USPTO retrosynthesis dataset with 1.9M reactions from patents (1976-2016). The task is: Predict the reactants needed to synthesize the given product. (1) Given the product [CH3:20][C:21]1[C:26]([CH3:27])=[CH:25][C:24]2[N:28]([C:11]3[CH2:12][CH2:13][N:8]([CH2:1][C:2]4[CH:3]=[CH:4][CH:5]=[CH:6][CH:7]=4)[CH2:9][CH:10]=3)[C:30](=[O:32])[NH:29][C:23]=2[CH:22]=1, predict the reactants needed to synthesize it. The reactants are: [CH2:1]([N:8]1[CH2:13][CH2:12][C:11](=O)[CH:10](C(OCC)=O)[CH2:9]1)[C:2]1[CH:7]=[CH:6][CH:5]=[CH:4][CH:3]=1.[CH3:20][C:21]1[CH:22]=[C:23]([NH2:29])[C:24]([NH2:28])=[CH:25][C:26]=1[CH3:27].[C:30](OCC)(=[O:32])C.CO. (2) Given the product [CH3:13][O:14][C:2]1[CH:7]=[C:6]([CH3:8])[N:5]=[C:4]([N+:9]([O-:11])=[O:10])[C:3]=1[OH:12], predict the reactants needed to synthesize it. The reactants are: Br[C:2]1[CH:7]=[C:6]([CH3:8])[N:5]=[C:4]([N+:9]([O-:11])=[O:10])[C:3]=1[OH:12].[CH3:13][O-:14].[Na+]. (3) Given the product [ClH:14].[Br:1][C:2]1[CH:3]=[C:4]([CH:8]2[CH2:13][CH2:12][N:11]([CH3:18])[CH2:10][CH2:9]2)[CH:5]=[CH:6][CH:7]=1, predict the reactants needed to synthesize it. The reactants are: [Br:1][C:2]1[CH:3]=[C:4]([CH:8]2[CH2:13][CH2:12][NH:11][CH2:10][CH2:9]2)[CH:5]=[CH:6][CH:7]=1.[ClH:14].C=O.O.[C:18](O)(=O)C.C([BH3-])#N.[Na+].[Cl-].[NH4+]. (4) Given the product [ClH:40].[ClH:40].[CH:1]1([CH2:6][N:7]2[CH2:11][CH2:10][C@@H:9]([NH:12][C:20]3[N:21]=[CH:22][C:23](/[CH:26]=[CH:27]/[C:28]([NH:29][OH:30])=[O:37])=[CH:24][CH:25]=3)[CH2:8]2)[CH2:2][CH2:3][CH2:4][CH2:5]1, predict the reactants needed to synthesize it. The reactants are: [CH:1]1([CH2:6][N:7]2[CH2:11][CH2:10][C@@H:9]([N:12]([C:20]3[CH:25]=[CH:24][C:23](/[CH:26]=[CH:27]/[C:28](=[O:37])[NH:29][O:30]C4CCCCO4)=[CH:22][N:21]=3)C(=O)OC(C)(C)C)[CH2:8]2)[CH2:5][CH2:4][CH2:3][CH2:2]1.CO.[ClH:40].